The task is: Predict the product of the given reaction.. This data is from Forward reaction prediction with 1.9M reactions from USPTO patents (1976-2016). Given the reactants C([O:14][C:15]1[C:24]2[N:23]=[CH:22][CH:21]=[CH:20][C:19]=2C(C(O)=O)=[C:17]2[CH2:28][N:29]([CH2:32][C:33]3[CH:38]=[CH:37][C:36]([F:39])=[CH:35][CH:34]=3)[C:30](=[O:31])[C:16]=12)(C1C=CC=CC=1)C1C=CC=CC=1.C(NCC)C.[CH:45]([N:48]([CH:51]([CH3:53])C)[CH2:49][CH3:50])([CH3:47])C.F[P-](F)(F)(F)(F)F.N1([O:70]C(N(C)C)=[N+](C)C)C2N=CC=CC=2N=N1, predict the reaction product. The product is: [CH2:51]([N:48]([CH2:49][CH3:50])[C:45]([C:47]1[C:19]2[CH:20]=[CH:21][CH:22]=[N:23][C:24]=2[C:15]([OH:14])=[C:16]2[C:30](=[O:31])[N:29]([CH2:32][C:33]3[CH:34]=[CH:35][C:36]([F:39])=[CH:37][CH:38]=3)[CH2:28][C:17]=12)=[O:70])[CH3:53].